Predict which catalyst facilitates the given reaction. From a dataset of Catalyst prediction with 721,799 reactions and 888 catalyst types from USPTO. (1) Reactant: [C:1]([O:5][C:6]([N:8]([CH3:24])[CH2:9][CH2:10][N:11]1[C:19]2[C:14](=[CH:15][CH:16]=[C:17]([Cl:20])[CH:18]=2)[C:13]([C:21]([OH:23])=O)=[CH:12]1)=[O:7])([CH3:4])([CH3:3])[CH3:2].C(N(CC)C(C)C)(C)C.C(Cl)(=O)C(Cl)=O.[NH:40]1[CH2:45][CH2:44][CH:43]([N:46]2[C:54]3[C:49](=[CH:50][CH:51]=[CH:52][CH:53]=3)[CH2:48][C:47]2=[O:55])[CH2:42][CH2:41]1. Product: [C:1]([O:5][C:6](=[O:7])[N:8]([CH2:9][CH2:10][N:11]1[C:19]2[C:14](=[CH:15][CH:16]=[C:17]([Cl:20])[CH:18]=2)[C:13]([C:21]([N:40]2[CH2:45][CH2:44][CH:43]([N:46]3[C:54]4[C:49](=[CH:50][CH:51]=[CH:52][CH:53]=4)[CH2:48][C:47]3=[O:55])[CH2:42][CH2:41]2)=[O:23])=[CH:12]1)[CH3:24])([CH3:2])([CH3:3])[CH3:4]. The catalyst class is: 9. (2) Reactant: C[O:2][C:3](=[O:17])[CH2:4][O:5][C:6]1[CH:11]=[CH:10][C:9]([F:12])=[C:8]([C:13]([F:16])([F:15])[F:14])[CH:7]=1.[OH-].[Na+]. Product: [F:12][C:9]1[CH:10]=[CH:11][C:6]([O:5][CH2:4][C:3]([OH:17])=[O:2])=[CH:7][C:8]=1[C:13]([F:14])([F:15])[F:16]. The catalyst class is: 5. (3) Reactant: Br[C:2]1[CH:7]=[CH:6][C:5]([O:8][C:9]([F:12])([F:11])[F:10])=[C:4]([F:13])[CH:3]=1.CON(C)[C:17](=[O:21])[CH2:18][O:19][CH3:20].C([Li])CCC.CCCCCC.Cl. Product: [F:13][C:4]1[CH:3]=[C:2]([C:17](=[O:21])[CH2:18][O:19][CH3:20])[CH:7]=[CH:6][C:5]=1[O:8][C:9]([F:12])([F:11])[F:10]. The catalyst class is: 7. (4) Reactant: [ClH:1].[CH3:2][CH2:3][O:4][C:5]([NH:7][C:8]1[CH:9]=[CH:10][C:11]([NH:15][CH2:16][C:17]2[CH:18]=[CH:19][C:20]([F:23])=[CH:21][CH:22]=2)=[N:12][C:13]=1[NH2:14])=[O:6]. Product: [CH3:2][CH2:3][O:4][C:5]([NH:7][C:8]1[CH:9]=[CH:10][C:11]([NH:15][CH2:16][C:17]2[CH:22]=[CH:21][C:20]([F:23])=[CH:19][CH:18]=2)=[N:12][C:13]=1[NH2:14])=[O:6].[ClH:1]. The catalyst class is: 27. (5) Reactant: [N+:1]([C:4]1[CH:9]=[C:8]([C:10](=[O:13])[CH2:11][CH3:12])[CH:7]=[CH:6][C:5]=1[NH:14][C:15](=[O:17])[CH3:16])([O-:3])=[O:2].[Br:18]Br.O. Product: [Br:18][CH:11]([CH3:12])[C:10]([C:8]1[CH:7]=[CH:6][C:5]([NH:14][C:15](=[O:17])[CH3:16])=[C:4]([N+:1]([O-:3])=[O:2])[CH:9]=1)=[O:13]. The catalyst class is: 15. (6) Reactant: [CH3:1][O:2][C:3]1[C@@H:4]([CH:12]([CH3:14])[CH3:13])[N:5]=[C:6]([O:10][CH3:11])[CH:7]([CH3:9])[N:8]=1.C([Li])CCC.IC[C@@H:22]([C:25]1[CH:30]=[CH:29][CH:28]=[CH:27][CH:26]=1)[CH2:23][CH3:24]. Product: [CH:12]([C@@H:4]1[C:3]([O:2][CH3:1])=[N:8][C@@H:7]([CH2:9][C@@H:22]([C:25]2[CH:30]=[CH:29][CH:28]=[CH:27][CH:26]=2)[CH2:23][CH3:24])[C:6]([O:10][CH3:11])=[N:5]1)([CH3:14])[CH3:13]. The catalyst class is: 7. (7) Reactant: [CH2:1]([N:5]([CH2:16][CH2:17][CH2:18][CH3:19])[C:6]1[CH:13]=[CH:12][C:9]([CH:10]=O)=[C:8]([O:14][CH3:15])[CH:7]=1)[CH2:2][CH2:3][CH3:4].[C:20]([C:22]1[C:23](=[C:38]([C:41]#[N:42])[C:39]#[N:40])[O:24][C:25]([C:32]2[CH:37]=[CH:36][CH:35]=[CH:34][CH:33]=2)([C:28]([F:31])([F:30])[F:29])[C:26]=1[CH3:27])#[N:21]. Product: [CH2:1]([N:5]([CH2:16][CH2:17][CH2:18][CH3:19])[C:6]1[CH:13]=[CH:12][C:9]([CH:10]=[CH:27][C:26]2[C:25]([C:32]3[CH:33]=[CH:34][CH:35]=[CH:36][CH:37]=3)([C:28]([F:31])([F:29])[F:30])[O:24][C:23](=[C:38]([C:41]#[N:42])[C:39]#[N:40])[C:22]=2[C:20]#[N:21])=[C:8]([O:14][CH3:15])[CH:7]=1)[CH2:2][CH2:3][CH3:4]. The catalyst class is: 8.